From a dataset of Full USPTO retrosynthesis dataset with 1.9M reactions from patents (1976-2016). Predict the reactants needed to synthesize the given product. (1) Given the product [NH2:8][C@@H:12]([CH2:13][N:14]([CH2:21][CH3:22])[C:15]1[CH:20]=[CH:19][CH:18]=[CH:17][CH:16]=1)[CH2:11][OH:10], predict the reactants needed to synthesize it. The reactants are: C(OC([N:8]1[C@@H:12]([CH2:13][N:14]([CH2:21][CH3:22])[C:15]2[CH:20]=[CH:19][CH:18]=[CH:17][CH:16]=2)[CH2:11][O:10]C1(C)C)=O)(C)(C)C.Cl. (2) Given the product [CH3:31][N:30]([CH2:32][C:33]([N:35]([C:36]1[CH:37]=[CH:38][C:39]([NH:42]/[C:14](=[C:6]2\[C:5](=[O:28])[NH:4][C:12]3[C:7]\2=[CH:8][CH:9]=[C:10]([Cl:13])[CH:11]=3)/[C:15]2[CH:16]=[CH:17][C:18]([CH2:21][N:22]3[CH:26]=[CH:25][N:24]=[CH:23]3)=[CH:19][CH:20]=2)=[CH:40][CH:41]=1)[CH3:43])=[O:34])[CH3:29], predict the reactants needed to synthesize it. The reactants are: C([N:4]1[C:12]2[C:7](=[CH:8][CH:9]=[C:10]([Cl:13])[CH:11]=2)[C:6](=[C:14](Cl)[C:15]2[CH:20]=[CH:19][C:18]([CH2:21][N:22]3[CH:26]=[CH:25][N:24]=[CH:23]3)=[CH:17][CH:16]=2)[C:5]1=[O:28])(=O)C.[CH3:29][N:30]([CH2:32][C:33]([N:35]([CH3:43])[C:36]1[CH:41]=[CH:40][C:39]([NH2:42])=[CH:38][CH:37]=1)=[O:34])[CH3:31].C(N(CC)CC)C.N. (3) Given the product [F:32][C:29]1[CH:30]=[CH:31][C:26]([C:21]2[C:20]([CH2:19][NH:18][C:15]3[CH:16]=[CH:17][C:12]([C:11]([NH:8][CH:5]([CH3:7])[CH3:6])=[O:33])=[CH:13][N:14]=3)=[C:24]([CH3:25])[O:23][N:22]=2)=[CH:27][CH:28]=1, predict the reactants needed to synthesize it. The reactants are: C[Al](C)C.[CH:5]([NH2:8])([CH3:7])[CH3:6].CO[C:11](=[O:33])[C:12]1[CH:17]=[CH:16][C:15]([NH:18][CH2:19][C:20]2[C:21]([C:26]3[CH:31]=[CH:30][C:29]([F:32])=[CH:28][CH:27]=3)=[N:22][O:23][C:24]=2[CH3:25])=[N:14][CH:13]=1.C(C(C(C([O-])=O)O)O)([O-])=O.[K+].[Na+]. (4) Given the product [CH3:37][O:34][C:31]([C:6]1[CH:5]=[C:4]2[C:9]([C:10]([CH:40]3[CH2:45][CH2:44][CH2:43][CH2:42][CH2:41]3)=[C:2]([C:23]3[CH:24]=[C:25]4[C:20](=[CH:21][CH:22]=3)[N:19]=[C:18]([C:14]3[S:13][C:12]([CH3:11])=[N:16][C:15]=3[CH3:17])[CH:27]=[CH:26]4)[NH:3]2)=[CH:8][CH:7]=1)=[O:32], predict the reactants needed to synthesize it. The reactants are: Br[C:2]1[NH:3][C:4]2[C:9]([CH:10]=1)=[CH:8][CH:7]=[CH:6][CH:5]=2.[CH3:11][C:12]1[S:13][C:14]([C:18]2[CH:27]=[CH:26][C:25]3[C:20](=[CH:21][CH:22]=[C:23](B(O)O)[CH:24]=3)[N:19]=2)=[C:15]([CH3:17])[N:16]=1.[C:31]([O-:34])([O-])=[O:32].[K+].[K+].[CH2:37](O)C.[C:40]1(C)[CH:45]=[CH:44][CH:43]=[CH:42][CH:41]=1. (5) Given the product [NH2:11][CH2:7][C@H:6]([C@@H:2]1[CH:3]=[CH:4][CH2:5][O:1]1)[OH:10], predict the reactants needed to synthesize it. The reactants are: [O:1]1[CH2:5][CH:4]=[CH:3][C@H:2]1[C@@H:6](I)[CH2:7]O.[OH-:10].[NH4+:11].N.CC(O)C. (6) Given the product [CH2:1]([S:8][C:9]1[CH:10]=[CH:11][C:12]([C:22]#[C:23][CH3:24])=[C:13]([CH:16]=1)[CH:14]=[O:15])[C:2]1[CH:7]=[CH:6][CH:5]=[CH:4][CH:3]=1, predict the reactants needed to synthesize it. The reactants are: [CH2:1]([S:8][C:9]1[CH:10]=[CH:11][C:12](Br)=[C:13]([CH:16]=1)[CH:14]=[O:15])[C:2]1[CH:7]=[CH:6][CH:5]=[CH:4][CH:3]=1.O.O.O.[F-].[CH2:22]([N+](CCCC)(CCCC)CCCC)[CH2:23][CH2:24]C.C1COCC1.C[Si](C)(C)C#CC. (7) Given the product [CH3:4][C:2]([C:5]1[CH:10]=[CH:9][C:8]([S:11]([NH:14][C:15]2[C:16]([O:31][C:32]3[CH:33]=[CH:34][CH:35]=[CH:36][C:37]=3[O:38][CH3:39])=[C:17]([O:27][CH2:28][CH2:29][OH:30])[N:18]=[C:19]([C:21]3[N:22]=[CH:23][CH:24]=[CH:25][N:26]=3)[N:20]=2)(=[O:12])=[O:13])=[CH:7][CH:6]=1)([CH3:1])[CH3:3].[ClH:41], predict the reactants needed to synthesize it. The reactants are: [CH3:1][C:2]([C:5]1[CH:10]=[CH:9][C:8]([S:11]([NH:14][C:15]2[N:20]=[C:19]([C:21]3[N:26]=[CH:25][CH:24]=[CH:23][N:22]=3)[N:18]=[C:17]([O:27][CH2:28][CH2:29][OH:30])[C:16]=2[O:31][C:32]2[C:37]([O:38][CH3:39])=[CH:36][CH:35]=[CH:34][CH:33]=2)(=[O:13])=[O:12])=[CH:7][CH:6]=1)([CH3:4])[CH3:3].O.[ClH:41].